This data is from Forward reaction prediction with 1.9M reactions from USPTO patents (1976-2016). The task is: Predict the product of the given reaction. (1) Given the reactants [F:1][C:2]([F:15])([F:14])[S:3]([O:6]S(C(F)(F)F)(=O)=O)(=[O:5])=[O:4].[N+:16]([C:19]1[CH:28]=[C:27]2[C:22]([CH2:23][CH2:24][CH2:25][C:26]2=O)=[CH:21][CH:20]=1)([O-:18])=[O:17].C(C1C=C(C)C=C(C(C)(C)C)N=1)(C)(C)C, predict the reaction product. The product is: [N+:16]([C:19]1[CH:20]=[CH:21][CH:22]2[CH:27]([CH:28]=1)[C:26]([O:6][S:3]([C:2]([F:15])([F:14])[F:1])(=[O:5])=[O:4])=[CH:25][CH2:24][CH2:23]2)([O-:18])=[O:17]. (2) Given the reactants C(=O)(O)O.[NH2:5][C:6]([NH2:8])=[NH:7].Cl.[CH2:10]([N:17]1[CH2:22][CH2:21][CH:20]([C:23](OCC)=[O:24])[C:19](=O)[CH2:18]1)[C:11]1[CH:16]=[CH:15][CH:14]=[CH:13][CH:12]=1.Cl, predict the reaction product. The product is: [NH2:7][C:6]1[N:8]=[C:23]([OH:24])[C:20]2[CH2:21][CH2:22][N:17]([CH2:10][C:11]3[CH:16]=[CH:15][CH:14]=[CH:13][CH:12]=3)[CH2:18][C:19]=2[N:5]=1. (3) Given the reactants [CH3:1][C:2]1[NH:3][C:4]2[C:9]([CH:10]=1)=[CH:8][C:7]([CH3:11])=[CH:6][CH:5]=2.Cl[C:13]1[C:22]2[C:17](=[CH:18][C:19]([CH3:23])=[CH:20][CH:21]=2)[N:16]=[CH:15][CH:14]=1, predict the reaction product. The product is: [CH3:1][C:2]1[NH:3][C:4]2[C:9]([C:10]=1[C:13]1[C:22]3[C:17](=[CH:18][C:19]([CH3:23])=[CH:20][CH:21]=3)[N:16]=[CH:15][CH:14]=1)=[CH:8][C:7]([CH3:11])=[CH:6][CH:5]=2. (4) Given the reactants [OH:1][C:2]1[CH:3]=[C:4]([CH:8]=[CH:9][CH:10]=1)[C:5]([OH:7])=[O:6].[I:11]I.Cl, predict the reaction product. The product is: [OH:1][C:2]1[CH:3]=[C:4]([CH:8]=[CH:9][C:10]=1[I:11])[C:5]([OH:7])=[O:6]. (5) Given the reactants C(N(CC)CC)C.[CH3:8][Si:9]([C:12]#[CH:13])([CH3:11])[CH3:10].[CH2:14]([O:21][C@@H:22]1[C@@H:28]([O:29][CH2:30][C:31]2[CH:36]=[CH:35][CH:34]=[CH:33][CH:32]=2)[C@H:27]([O:37][CH2:38][C:39]2[CH:44]=[CH:43][CH:42]=[CH:41][CH:40]=2)[C@@H:26]([CH2:45][O:46][CH2:47][C:48]2[CH:53]=[CH:52][CH:51]=[CH:50][CH:49]=2)[O:25][C@@:23]1([C:54]1[CH:59]=[CH:58][C:57]([CH3:60])=[C:56]([CH2:61][C:62]2[CH:67]=[CH:66][C:65](OS(C(F)(F)F)(=O)=O)=[CH:64][CH:63]=2)[CH:55]=1)[OH:24])[C:15]1[CH:20]=[CH:19][CH:18]=[CH:17][CH:16]=1.C(=O)([O-])O.[Na+], predict the reaction product. The product is: [CH2:14]([O:21][C@@H:22]1[C@@H:28]([O:29][CH2:30][C:31]2[CH:32]=[CH:33][CH:34]=[CH:35][CH:36]=2)[C@H:27]([O:37][CH2:38][C:39]2[CH:44]=[CH:43][CH:42]=[CH:41][CH:40]=2)[C@@H:26]([CH2:45][O:46][CH2:47][C:48]2[CH:49]=[CH:50][CH:51]=[CH:52][CH:53]=2)[O:25][C@@:23]1([C:54]1[CH:59]=[CH:58][C:57]([CH3:60])=[C:56]([CH2:61][C:62]2[CH:63]=[CH:64][C:65]([C:13]#[C:12][Si:9]([CH3:11])([CH3:10])[CH3:8])=[CH:66][CH:67]=2)[CH:55]=1)[OH:24])[C:15]1[CH:20]=[CH:19][CH:18]=[CH:17][CH:16]=1. (6) Given the reactants F[S:2]([C:5]([C:8]([C:11]([C:14]([O:17][CH3:18])([F:16])[F:15])([F:13])[F:12])([F:10])[F:9])([F:7])[F:6])(=[O:4])=[O:3].[OH2:19].[OH-].[Li+:21].C(=O)=O.[OH-].[Li+], predict the reaction product. The product is: [S:2]([C:5]([C:8]([C:11]([C:14]([O:17][CH3:18])([F:16])[F:15])([F:13])[F:12])([F:10])[F:9])([F:7])[F:6])([O:19][Li:21])(=[O:4])=[O:3]. (7) Given the reactants [F:1][C:2]([F:18])([F:17])[CH2:3][CH2:4][CH2:5][C:6]([C:9]1[CH:16]=[CH:15][C:12]([CH:13]=[O:14])=[CH:11][CH:10]=1)([CH3:8])[CH3:7].C(C(C1C=CC(C=O)=CC=1)(C)CC)C.[BH4-].[K+], predict the reaction product. The product is: [F:1][C:2]([F:17])([F:18])[CH2:3][CH2:4][CH2:5][C:6]([C:9]1[CH:10]=[CH:11][C:12]([CH2:13][OH:14])=[CH:15][CH:16]=1)([CH3:8])[CH3:7].